This data is from TCR-epitope binding with 47,182 pairs between 192 epitopes and 23,139 TCRs. The task is: Binary Classification. Given a T-cell receptor sequence (or CDR3 region) and an epitope sequence, predict whether binding occurs between them. (1) The epitope is IPRRNVATL. The TCR CDR3 sequence is CSAREGTARYEQYF. Result: 0 (the TCR does not bind to the epitope). (2) The TCR CDR3 sequence is CATSIGADTQYF. Result: 1 (the TCR binds to the epitope). The epitope is KLPDDFTGCV. (3) The epitope is TLDSKTQSL. The TCR CDR3 sequence is CASSQESGIVYEQFF. Result: 0 (the TCR does not bind to the epitope). (4) The epitope is QARQMVQAMRTIGTHP. The TCR CDR3 sequence is CSARIYTGGRYNSPLHF. Result: 1 (the TCR binds to the epitope). (5) The epitope is FTISVTTEIL. The TCR CDR3 sequence is CASSPGQGPAGGELFF. Result: 1 (the TCR binds to the epitope). (6) The epitope is SEVGPEHSLAEY. The TCR CDR3 sequence is CASSQEGTSGMLYF. Result: 0 (the TCR does not bind to the epitope). (7) The epitope is VLAWLYAAV. The TCR CDR3 sequence is CASSYHGGLTDTQYF. Result: 0 (the TCR does not bind to the epitope). (8) Result: 1 (the TCR binds to the epitope). The epitope is KRWIIMGLNK. The TCR CDR3 sequence is CASALGLMSYEQYF.